From a dataset of Full USPTO retrosynthesis dataset with 1.9M reactions from patents (1976-2016). Predict the reactants needed to synthesize the given product. Given the product [F:1][C:2]1[CH:7]=[C:6]([CH3:8])[C:5]([S:9][CH2:10][C:11]([F:13])([F:14])[F:12])=[CH:4][C:3]=1[N:15]1[C:19]([OH:20])=[CH:18][C:17]([O:22][CH3:25])=[N:16]1, predict the reactants needed to synthesize it. The reactants are: [F:1][C:2]1[CH:7]=[C:6]([CH3:8])[C:5]([S:9][CH2:10][C:11]([F:14])([F:13])[F:12])=[CH:4][C:3]=1[NH:15][NH2:16].[C:17](Cl)(=[O:22])[CH2:18][C:19](Cl)=[O:20].O1CCC[CH2:25]1.